Dataset: Catalyst prediction with 721,799 reactions and 888 catalyst types from USPTO. Task: Predict which catalyst facilitates the given reaction. (1) Reactant: Cl.[Cl:2][C:3]1[CH:4]=[C:5]2[C:9](=[CH:10][CH:11]=1)[NH:8][C:7]([C:12]([NH:14][C@H:15]1[CH2:20][CH2:19][CH2:18][CH2:17][C@H:16]1[NH:21][C:22]([C:24]1[S:25][C:26]3[CH2:27][NH:28][CH2:29][CH2:30][C:31]=3[N:32]=1)=[O:23])=[O:13])=[CH:6]2.C(N(CC)CC)C.[C:40](OC(=O)C)(=[O:42])[CH3:41]. Product: [C:40]([N:28]1[CH2:29][CH2:30][C:31]2[N:32]=[C:24]([C:22]([NH:21][C@@H:16]3[CH2:17][CH2:18][CH2:19][CH2:20][C@@H:15]3[NH:14][C:12]([C:7]3[NH:8][C:9]4[C:5]([CH:6]=3)=[CH:4][C:3]([Cl:2])=[CH:11][CH:10]=4)=[O:13])=[O:23])[S:25][C:26]=2[CH2:27]1)(=[O:42])[CH3:41]. The catalyst class is: 9. (2) Reactant: Br[C:2]1[CH:3]=[C:4]2[C:8](=[CH:9][CH:10]=1)[C:7]([CH3:12])([CH3:11])[CH2:6][C:5]2([CH3:14])[CH3:13].C([Li])(C)(C)C.[N:20]([C:29]([O:31][C:32]([CH3:35])([CH3:34])[CH3:33])=[O:30])=[N:21][C:22]([O:24][C:25]([CH3:28])([CH3:27])[CH3:26])=[O:23]. Product: [CH3:11][C:7]1([CH3:12])[C:8]2[C:4](=[CH:3][C:2]([N:20]([C:29]([O:31][C:32]([CH3:35])([CH3:34])[CH3:33])=[O:30])[NH:21][C:22]([O:24][C:25]([CH3:26])([CH3:27])[CH3:28])=[O:23])=[CH:10][CH:9]=2)[C:5]([CH3:14])([CH3:13])[CH2:6]1. The catalyst class is: 7. (3) Reactant: [NH:1]1[C:5]2[CH:6]=[CH:7][CH:8]=[CH:9][C:4]=2[N:3]=[C:2]1[CH2:10][N:11]([CH:15]1[C:24]2[N:23]=[CH:22][CH:21]=[CH:20][C:19]=2[CH2:18][CH2:17][CH2:16]1)[CH2:12][CH2:13][NH2:14].[C:25]([O:29][C:30]([NH:32][C:33](N1C=CC=N1)=[N:34][C:35]([O:37][C:38]([CH3:41])([CH3:40])[CH3:39])=[O:36])=[O:31])([CH3:28])([CH3:27])[CH3:26]. Product: [C:38]([O:37][C:35]([NH:34][C:33]([NH:32][C:30]([O:29][C:25]([CH3:28])([CH3:27])[CH3:26])=[O:31])=[N:14][CH2:13][CH2:12][N:11]([CH2:10][C:2]1[NH:3][C:4]2[CH:9]=[CH:8][CH:7]=[CH:6][C:5]=2[N:1]=1)[CH:15]1[C:24]2[N:23]=[CH:22][CH:21]=[CH:20][C:19]=2[CH2:18][CH2:17][CH2:16]1)=[O:36])([CH3:41])([CH3:40])[CH3:39]. The catalyst class is: 1. (4) Reactant: [Cl:1][C:2]1[C:3]2[N:11]([CH2:12][O:13][CH2:14][CH2:15][Si:16]([CH3:19])([CH3:18])[CH3:17])[C:10]([CH3:20])=[C:9]([CH:21]=[O:22])[C:4]=2[N:5]=[C:6]([CH3:8])[N:7]=1.[C-]#N.[K+].[CH3:26][OH:27]. Product: [Cl:1][C:2]1[C:3]2[N:11]([CH2:12][O:13][CH2:14][CH2:15][Si:16]([CH3:17])([CH3:19])[CH3:18])[C:10]([CH3:20])=[C:9]([C:21]([O:27][CH3:26])=[O:22])[C:4]=2[N:5]=[C:6]([CH3:8])[N:7]=1. The catalyst class is: 697. (5) Reactant: [H-].[Na+].O1C[CH2:6][CH2:5][CH2:4]1.[C:8]1([CH2:16][OH:17])[CH:13]=[CH:12][C:11]([CH2:14][OH:15])=[CH:10][CH:9]=1.C(Br)C#C. Product: [CH2:6]([O:15][CH2:14][C:11]1[CH:12]=[CH:13][C:8]([CH2:16][OH:17])=[CH:9][CH:10]=1)[C:5]#[CH:4]. The catalyst class is: 145. (6) Reactant: [F:1][CH:2]([F:32])[C:3]([N:5]1[C@H:9]([CH2:10][F:11])[C@@H:8]([C:12]2[CH:17]=[CH:16][C:15]([C:18]3[CH:19]=[N:20][C:21]([CH2:24][NH:25][CH2:26][CH2:27][CH2:28][F:29])=[CH:22][CH:23]=3)=[CH:14][CH:13]=2)[O:7]C1(C)C)=[O:4].FC(F)(F)C(O)=O. Product: [F:32][CH:2]([F:1])[C:3]([NH:5][C@@H:9]([CH2:10][F:11])[C@@H:8]([C:12]1[CH:13]=[CH:14][C:15]([C:18]2[CH:19]=[N:20][C:21]([CH2:24][NH:25][CH2:26][CH2:27][CH2:28][F:29])=[CH:22][CH:23]=2)=[CH:16][CH:17]=1)[OH:7])=[O:4]. The catalyst class is: 2. (7) Reactant: [O:1]1[CH2:6][CH2:5][CH2:4][CH2:3][CH:2]1[O:7][NH:8][C:9](=[O:36])[CH2:10][C:11]1([C:20]2[S:21][C:22]([C:25]3[CH:30]=[CH:29][C:28]([C:31]4[O:35][CH:34]=[N:33][CH:32]=4)=[CH:27][CH:26]=3)=[CH:23][CH:24]=2)[S:17](=[O:19])(=[O:18])[CH2:16][CH2:15][NH:14][CH2:13][CH2:12]1.C(N(CC)CC)C.[CH:44]1([NH:47][C:48](OC2C=CC=CC=2)=[O:49])[CH2:46][CH2:45]1.C(OCC)(=O)C. Product: [O:1]1[CH2:6][CH2:5][CH2:4][CH2:3][CH:2]1[O:7][NH:8][C:9](=[O:36])[CH2:10][C:11]1([C:20]2[S:21][C:22]([C:25]3[CH:30]=[CH:29][C:28]([C:31]4[O:35][CH:34]=[N:33][CH:32]=4)=[CH:27][CH:26]=3)=[CH:23][CH:24]=2)[S:17](=[O:18])(=[O:19])[CH2:16][CH2:15][N:14]([C:48]([NH:47][CH:44]2[CH2:46][CH2:45]2)=[O:49])[CH2:13][CH2:12]1. The catalyst class is: 9. (8) Reactant: [OH:1][C:2]1[CH:11]=[CH:10][CH:9]=[C:8]2[C:3]=1[CH2:4][CH2:5][N:6]([C:12]([O:14][C:15]([CH3:18])([CH3:17])[CH3:16])=[O:13])[CH2:7]2.[Br:19]N1C(=O)CCC1=O. Product: [Br:19][C:9]1[CH:10]=[CH:11][C:2]([OH:1])=[C:3]2[C:8]=1[CH2:7][N:6]([C:12]([O:14][C:15]([CH3:18])([CH3:17])[CH3:16])=[O:13])[CH2:5][CH2:4]2. The catalyst class is: 9. (9) Product: [C:14]([O:13][C:12]([NH:11][C@@H:9]1[CH2:10][C@H:8]1[C:6]1[CH:7]=[C:2]([CH:3]=[CH:4][C:5]=1[F:19])[C:12]([O:13][CH3:14])=[O:18])=[O:18])([CH3:17])([CH3:16])[CH3:15]. Reactant: Br[C:2]1[CH:3]=[CH:4][C:5]([F:19])=[C:6]([C@@H:8]2[CH2:10][C@H:9]2[NH:11][C:12](=[O:18])[O:13][C:14]([CH3:17])([CH3:16])[CH3:15])[CH:7]=1.C(N(CC)C(C)C)(C)C. The catalyst class is: 5.